Regression. Given two drug SMILES strings and cell line genomic features, predict the synergy score measuring deviation from expected non-interaction effect. From a dataset of NCI-60 drug combinations with 297,098 pairs across 59 cell lines. Drug 1: CC1OCC2C(O1)C(C(C(O2)OC3C4COC(=O)C4C(C5=CC6=C(C=C35)OCO6)C7=CC(=C(C(=C7)OC)O)OC)O)O. Drug 2: CC1CCC2CC(C(=CC=CC=CC(CC(C(=O)C(C(C(=CC(C(=O)CC(OC(=O)C3CCCCN3C(=O)C(=O)C1(O2)O)C(C)CC4CCC(C(C4)OC)O)C)C)O)OC)C)C)C)OC. Cell line: OVCAR3. Synergy scores: CSS=22.2, Synergy_ZIP=-14.1, Synergy_Bliss=-14.4, Synergy_Loewe=-10.4, Synergy_HSA=-9.57.